The task is: Regression. Given a target protein amino acid sequence and a drug SMILES string, predict the binding affinity score between them. We predict pIC50 (pIC50 = -log10(IC50 in M); higher means more potent). Dataset: bindingdb_ic50.. This data is from Drug-target binding data from BindingDB using IC50 measurements. (1) The drug is CCCCCNC(=O)NS(=O)(=O)c1cc(C#N)ccc1Nc1ccccc1C. The target protein (P21731) has sequence MWPNGSSLGPCFRPTNITLEERRLIASPWFAASFCVVGLASNLLALSVLAGARQGGSHTRSSFLTFLCGLVLTDFLGLLVTGTIVVSQHAALFEWHAVDPGCRLCRFMGVVMIFFGLSPLLLGAAMASERYLGITRPFSRPAVASQRRAWATVGLVWAAALALGLLPLLGVGRYTVQYPGSWCFLTLGAESGDVAFGLLFSMLGGLSVGLSFLLNTVSVATLCHVYHGQEAAQQRPRDSEVEMMAQLLGIMVVASVCWLPLLVFIAQTVLRNPPAMSPAGQLSRTTEKELLIYLRVATWNQILDPWVYILFRRAVLRRLQPRLSTRPRSLSLQPQLTQRSGLQ. The pIC50 is 5.1. (2) The compound is Cn1cc([C@@H](NC(=O)c2ccc3cnc(Nc4ccnn4C)cc3c2)c2ccc(Cl)c(F)c2)cn1. The target protein sequence is GAGPEMVRGQVFDVGPRYTNLSYIGEGAYGMVCSAYDNVNKVRVAIKKISPFEHQTYCQRTLREIKILLRFRHENIIGINDIIRAPTIEQMKDVYIVQDLMETDLYKLLKTQHLSNDHICYFLYQILRGLKYIHSANVLHRDLKPSNLLLNTTCDLKICDFGLARVADPDHDHTGFLTEYVATRWYRAPEIMLNSKGYTKSIDIWSVGCILAEMLSNRPIFPGKHYLDQLNHILGILGSPSQEDLNCIINLKARNYLLSLPHKNKVPWNRLFPNADSKALDLLDKMLTFNPHKRIEVEQALAHPYLEQYYDPSDEPIAEAPFKFDMELDDLPKEKLKELIFEETARFQPGYRS. The pIC50 is 8.6. (3) The compound is O=C([O-])CCC(=O)Nc1ccc(NC(=O)c2ccc[nH]2)cc1. The target protein sequence is MVTALSDVNNTDNYGAGQIQVLEGLEAVRKRPGMYIGSTSERGLHHLVWEIVDNSIDEALAGYANQIEVVIEKDNWIKVTDNGRGIPVDIQEKMGRPAVEVILTVLHAGGKFGGGGYKVSGGLHGVGSSVVNALSQDLEVYVHRNETIYHQAYKKGVPQFDLKEVGTTDKTGTVIRFKADGDIFTETTVYNYETLQQRIRELAFLNKGIQITLRDERDEENVREDSYHYEGGIKSYVELLNENKEPIHDEPIYIHQSKDDIEVEIAIQYNSGYATNLLTYANNIHTYEGGTHEDGFKRALTRVLNSYGLSSKIMKEEKDRLSGEDTREGMTAIISIKHGDPQFEGQTKTKLGNSEVRQVVDKLFSEHFERFLYENPQVARTVVEKGIMAARARVAAKKAREVTRRKSALDVASLPGKLADCSSKSPEECEIFLVEGDSAGGSTKSGRDSRTQAILPLRGKILNVEKARLDRILNNNEIRQMITAFGTGIGGDFDLAKARY.... The pIC50 is 4.4.